This data is from Reaction yield outcomes from USPTO patents with 853,638 reactions. The task is: Predict the reaction yield, written as a fraction of the theoretical maximum amount of product (1.0 means a 100% yield; for example, 0.34 means a 34% yield). (1) The reactants are [CH3:1][O:2][C:3]1[C:8]([O:9][CH3:10])=[C:7]([O:11][CH3:12])[CH:6]=[C:5]([CH3:13])[C:4]=1[CH:14]([C:16]1[C:17]([O:24][CH3:25])=[N:18][CH:19]=[C:20]([Cl:23])[C:21]=1[Cl:22])[OH:15]. The catalyst is C1(C)C=CC=CC=1.[O-2].[O-2].[Mn+4]. The product is [CH3:1][O:2][C:3]1[C:8]([O:9][CH3:10])=[C:7]([O:11][CH3:12])[CH:6]=[C:5]([CH3:13])[C:4]=1[C:14]([C:16]1[C:17]([O:24][CH3:25])=[N:18][CH:19]=[C:20]([Cl:23])[C:21]=1[Cl:22])=[O:15]. The yield is 0.650. (2) The reactants are CS[C:3](SC)=[C:4]1[C:13](=[O:14])[C:12]([CH3:16])([CH3:15])[C:11]2[C:6](=[CH:7][CH:8]=[CH:9][CH:10]=2)[C:5]1=[O:17].[NH2:20][C:21]1[CH:26]=[CH:25][CH:24]=[CH:23][C:22]=1[S:27]([NH2:30])(=[O:29])=[O:28]. The catalyst is C1(C)C=CC=CC=1. The product is [O:28]=[S:27]1(=[O:29])[C:22]2[CH:23]=[CH:24][CH:25]=[CH:26][C:21]=2[NH:20][C:3]([C:4]2[C:13](=[O:14])[C:12]([CH3:15])([CH3:16])[C:11]3[C:6]([C:5]=2[OH:17])=[CH:7][CH:8]=[CH:9][CH:10]=3)=[N:30]1. The yield is 0.150. (3) The reactants are [N+:1]([C:4]1[CH:5]=[CH:6][C:7]([N:10]2[CH2:15][CH2:14][NH:13][C:12](=[O:16])[CH2:11]2)=[N:8][CH:9]=1)([O-:3])=[O:2].C[Si]([N-][Si](C)(C)C)(C)C.[Na+].C1COCC1.[CH2:32](Br)[C:33]1[CH:38]=[CH:37][CH:36]=[CH:35][CH:34]=1. The catalyst is CN(C=O)C.O. The product is [CH2:32]([N:13]1[CH2:14][CH2:15][N:10]([C:7]2[CH:6]=[CH:5][C:4]([N+:1]([O-:3])=[O:2])=[CH:9][N:8]=2)[CH2:11][C:12]1=[O:16])[C:33]1[CH:38]=[CH:37][CH:36]=[CH:35][CH:34]=1. The yield is 0.640. (4) The reactants are [CH3:1][C:2]1[O:6][N:5]=[C:4]([C:7]2[CH:12]=[CH:11][CH:10]=[CH:9][CH:8]=2)[C:3]=1[CH2:13][OH:14].Cl[C:16]1[N:21]=[C:20]([C:22]#[N:23])[CH:19]=[CH:18][CH:17]=1.[H-].[Na+].C1OCCOCCOCCOCCOCCOC1. The catalyst is C1(C)C=CC=CC=1.C(OCC)(=O)C. The product is [CH3:1][C:2]1[O:6][N:5]=[C:4]([C:7]2[CH:12]=[CH:11][CH:10]=[CH:9][CH:8]=2)[C:3]=1[CH2:13][O:14][C:16]1[N:21]=[C:20]([C:22]#[N:23])[CH:19]=[CH:18][CH:17]=1. The yield is 0.240. (5) The reactants are C([O:3][C:4](=O)[NH:5][CH2:6][CH2:7][C:8]1[CH:12]=[CH:11][S:10][CH:9]=1)C.O=P12OP3(OP(OP(O3)(O1)=O)(=O)O2)=O. The catalyst is O=P(Cl)(Cl)Cl. The product is [S:10]1[C:9]2[C:4](=[O:3])[NH:5][CH2:6][CH2:7][C:8]=2[CH:12]=[CH:11]1. The yield is 0.331. (6) The reactants are [F:1][C:2]1[CH:32]=[CH:31][C:5]([CH2:6][NH:7][C:8]([C:10]2[N:11]=[C:12]3[N:17]([C:18](=[O:28])[C:19]=2[O:20][CH2:21][C:22]2[CH:27]=[CH:26][CH:25]=[CH:24][CH:23]=2)[CH2:16][CH2:15][O:14][C:13]3([CH3:30])[CH3:29])=[O:9])=[C:4]([N:33]2[C:37](=[O:38])[CH2:36][CH2:35][C@@H:34]2[CH2:39][OH:40])[CH:3]=1.[C:41](Cl)(=[O:43])[CH3:42].C(N(C(C)C)CC)(C)C.C([O-])(O)=O.[Na+]. The catalyst is O1CCCC1. The product is [C:41]([O:40][CH2:39][C@H:34]1[CH2:35][CH2:36][C:37](=[O:38])[N:33]1[C:4]1[CH:3]=[C:2]([F:1])[CH:32]=[CH:31][C:5]=1[CH2:6][NH:7][C:8]([C:10]1[N:11]=[C:12]2[N:17]([C:18](=[O:28])[C:19]=1[O:20][CH2:21][C:22]1[CH:27]=[CH:26][CH:25]=[CH:24][CH:23]=1)[CH2:16][CH2:15][O:14][C:13]2([CH3:30])[CH3:29])=[O:9])(=[O:43])[CH3:42]. The yield is 0.670. (7) The product is [S:27]1[CH:28]=[CH:29][N:30]=[C:26]1[C:24]([C:21]1[CH:20]=[CH:19][C:18]([NH:1][C:2]2[N:7]=[C:6]([C:8]3[N:12]4[CH:13]=[CH:14][CH:15]=[CH:16][C:11]4=[N:10][CH:9]=3)[CH:5]=[CH:4][N:3]=2)=[CH:23][CH:22]=1)=[O:25]. The reactants are [NH2:1][C:2]1[N:7]=[C:6]([C:8]2[N:12]3[CH:13]=[CH:14][CH:15]=[CH:16][C:11]3=[N:10][CH:9]=2)[CH:5]=[CH:4][N:3]=1.Br[C:18]1[CH:23]=[CH:22][C:21]([C:24]([C:26]2[S:27][CH:28]=[CH:29][N:30]=2)=[O:25])=[CH:20][CH:19]=1.C(=O)([O-])[O-].[Cs+].[Cs+]. The yield is 0.450. The catalyst is C1C=CC(/C=C/C(/C=C/C2C=CC=CC=2)=O)=CC=1.C1C=CC(/C=C/C(/C=C/C2C=CC=CC=2)=O)=CC=1.C1C=CC(/C=C/C(/C=C/C2C=CC=CC=2)=O)=CC=1.[Pd].[Pd].[Pd]. (8) The reactants are [NH2:1][C:2]1[CH:17]=[CH:16][CH:15]=[C:14]([Cl:18])[C:3]=1[C:4]([NH:6][C:7]1[CH:12]=[CH:11][CH:10]=[CH:9][C:8]=1[CH3:13])=[O:5].[Cl:19][CH2:20][C:21](Cl)=O. The catalyst is C(O)(=O)C. The product is [Cl:18][C:14]1[CH:15]=[CH:16][CH:17]=[C:2]2[C:3]=1[C:4](=[O:5])[N:6]([C:7]1[CH:12]=[CH:11][CH:10]=[CH:9][C:8]=1[CH3:13])[C:21]([CH2:20][Cl:19])=[N:1]2. The yield is 0.370. (9) The reactants are [C:9](O[C:9]([O:11][C:12]([CH3:15])([CH3:14])[CH3:13])=[O:10])([O:11][C:12]([CH3:15])([CH3:14])[CH3:13])=[O:10].[NH:16]1[CH2:24][CH2:23][CH:19]([C:20]([OH:22])=[O:21])[CH2:18][CH2:17]1.C([O-])(O)=O.[Na+]. The catalyst is O1CCOCC1.O. The product is [C:12]([O:11][C:9]([N:16]1[CH2:24][CH2:23][CH:19]([C:20]([OH:22])=[O:21])[CH2:18][CH2:17]1)=[O:10])([CH3:13])([CH3:14])[CH3:15]. The yield is 0.910. (10) The reactants are [F:1][C:2]1[CH:7]=[CH:6][CH:5]=[C:4](F)[C:3]=1[N+:9]([O-:11])=[O:10].[OH-:12].[K+].O.[CH3:15]O. No catalyst specified. The product is [F:1][C:2]1[CH:7]=[CH:6][CH:5]=[C:4]([O:12][CH3:15])[C:3]=1[N+:9]([O-:11])=[O:10]. The yield is 0.950.